Task: Predict the reactants needed to synthesize the given product.. Dataset: Full USPTO retrosynthesis dataset with 1.9M reactions from patents (1976-2016) (1) Given the product [F:73][C:2]([F:1])([C@H:34]1[C@H:39]([OH:40])[C@@H:38]([OH:48])[C@H:37]([OH:56])[C@@H:36]([CH2:64][OH:65])[O:35]1)[CH2:3][NH:4][C@@H:5]1[C:17]2[C:9](=[CH:10][C:11]3[O:15][CH2:14][O:13][C:12]=3[CH:16]=2)[C@@H:8]([C:18]2[CH:23]=[C:22]([O:24][CH3:25])[C:21]([O:26][CH3:27])=[C:20]([O:28][CH3:29])[CH:19]=2)[C@H:7]2[C:30](=[O:33])[O:31][CH2:32][C@H:6]12, predict the reactants needed to synthesize it. The reactants are: [F:1][C:2]([F:73])([C@H:34]1[C@H:39]([O:40]CC2C=CC=CC=2)[C@@H:38]([O:48]CC2C=CC=CC=2)[C@H:37]([O:56]CC2C=CC=CC=2)[C@@H:36]([CH2:64][O:65]CC2C=CC=CC=2)[O:35]1)[CH2:3][NH:4][C@@H:5]1[C:17]2[C:9](=[CH:10][C:11]3[O:15][CH2:14][O:13][C:12]=3[CH:16]=2)[C@@H:8]([C:18]2[CH:23]=[C:22]([O:24][CH3:25])[C:21]([O:26][CH3:27])=[C:20]([O:28][CH3:29])[CH:19]=2)[C@H:7]2[C:30](=[O:33])[O:31][CH2:32][C@H:6]12. (2) Given the product [Cl:37][C:34]1[CH:35]=[CH:36][C:31]([N:21]2[C:20]([C:11]([CH:14]3[CH2:15][CH2:16][CH2:17][CH2:18][CH2:19]3)([O:12][CH3:13])[C:8]3[CH:9]=[CH:10][C:5]([C:4]([OH:38])=[O:3])=[CH:6][CH:7]=3)=[C:28]3[C:23]([CH:24]=[C:25]([F:30])[C:26]([F:29])=[CH:27]3)=[N:22]2)=[CH:32][CH:33]=1, predict the reactants needed to synthesize it. The reactants are: C([O:3][C:4](=[O:38])[C:5]1[CH:10]=[CH:9][C:8]([C:11]([C:20]2[N:21]([C:31]3[CH:36]=[CH:35][C:34]([Cl:37])=[CH:33][CH:32]=3)[N:22]=[C:23]3[C:28]=2[CH:27]=[C:26]([F:29])[C:25]([F:30])=[CH:24]3)([CH:14]2[CH2:19][CH2:18][CH2:17][CH2:16][CH2:15]2)[O:12][CH3:13])=[CH:7][CH:6]=1)C.[OH-].[Li+].